Dataset: NCI-60 drug combinations with 297,098 pairs across 59 cell lines. Task: Regression. Given two drug SMILES strings and cell line genomic features, predict the synergy score measuring deviation from expected non-interaction effect. (1) Drug 1: CC1=CC2C(CCC3(C2CCC3(C(=O)C)OC(=O)C)C)C4(C1=CC(=O)CC4)C. Drug 2: CC1=C(C=C(C=C1)NC(=O)C2=CC=C(C=C2)CN3CCN(CC3)C)NC4=NC=CC(=N4)C5=CN=CC=C5. Cell line: SK-MEL-5. Synergy scores: CSS=-9.69, Synergy_ZIP=2.45, Synergy_Bliss=-7.35, Synergy_Loewe=-24.9, Synergy_HSA=-16.9. (2) Drug 1: CNC(=O)C1=CC=CC=C1SC2=CC3=C(C=C2)C(=NN3)C=CC4=CC=CC=N4. Drug 2: CC1C(C(CC(O1)OC2CC(CC3=C2C(=C4C(=C3O)C(=O)C5=CC=CC=C5C4=O)O)(C(=O)C)O)N)O. Cell line: HOP-62. Synergy scores: CSS=40.7, Synergy_ZIP=1.77, Synergy_Bliss=2.89, Synergy_Loewe=-31.9, Synergy_HSA=1.12. (3) Drug 1: C1=CC(=CC=C1CC(C(=O)O)N)N(CCCl)CCCl.Cl. Drug 2: CCCS(=O)(=O)NC1=C(C(=C(C=C1)F)C(=O)C2=CNC3=C2C=C(C=N3)C4=CC=C(C=C4)Cl)F. Cell line: SR. Synergy scores: CSS=57.5, Synergy_ZIP=1.57, Synergy_Bliss=0.352, Synergy_Loewe=-17.8, Synergy_HSA=1.94. (4) Drug 1: CS(=O)(=O)OCCCCOS(=O)(=O)C. Drug 2: CC1CCCC2(C(O2)CC(NC(=O)CC(C(C(=O)C(C1O)C)(C)C)O)C(=CC3=CSC(=N3)C)C)C. Cell line: SN12C. Synergy scores: CSS=25.7, Synergy_ZIP=-3.23, Synergy_Bliss=-6.41, Synergy_Loewe=-34.1, Synergy_HSA=-4.44. (5) Drug 1: C1CC(=O)NC(=O)C1N2CC3=C(C2=O)C=CC=C3N. Drug 2: C1CNP(=O)(OC1)N(CCCl)CCCl. Cell line: PC-3. Synergy scores: CSS=4.09, Synergy_ZIP=-3.62, Synergy_Bliss=-4.19, Synergy_Loewe=-1.16, Synergy_HSA=-1.11. (6) Drug 1: CC1C(C(=O)NC(C(=O)N2CCCC2C(=O)N(CC(=O)N(C(C(=O)O1)C(C)C)C)C)C(C)C)NC(=O)C3=C4C(=C(C=C3)C)OC5=C(C(=O)C(=C(C5=N4)C(=O)NC6C(OC(=O)C(N(C(=O)CN(C(=O)C7CCCN7C(=O)C(NC6=O)C(C)C)C)C)C(C)C)C)N)C. Drug 2: CC1=C2C(C(=O)C3(C(CC4C(C3C(C(C2(C)C)(CC1OC(=O)C(C(C5=CC=CC=C5)NC(=O)C6=CC=CC=C6)O)O)OC(=O)C7=CC=CC=C7)(CO4)OC(=O)C)O)C)OC(=O)C. Cell line: M14. Synergy scores: CSS=12.6, Synergy_ZIP=-8.47, Synergy_Bliss=-13.0, Synergy_Loewe=-11.3, Synergy_HSA=-11.2.